This data is from Forward reaction prediction with 1.9M reactions from USPTO patents (1976-2016). The task is: Predict the product of the given reaction. (1) Given the reactants Br[C:2]1[NH:18][C:5]2[N:6]=[CH:7][N:8]=[C:9]([O:10][C:11]3[CH:12]=[CH:13][CH:14]=[C:15]([OH:17])[CH:16]=3)[C:4]=2[CH:3]=1.ClCl.[O-]P([O-])([O-])=O.[K+].[K+].[K+].O1[CH2:34][CH2:33]OCC1, predict the reaction product. The product is: [NH2:6][C:5]1[CH:4]=[C:3]([C:2]2[NH:18][C:5]3[N:6]=[CH:7][N:8]=[C:9]([O:10][C:11]4[CH:16]=[C:15]([OH:17])[CH:14]=[CH:13][CH:12]=4)[C:4]=3[CH:3]=2)[CH:2]=[CH:33][CH:34]=1. (2) The product is: [O:1]1[C:5]2[CH:6]=[CH:7][C:8]([CH:10]([C:26]3[C:34]4[C:29](=[CH:30][C:31]([CH2:37][O:38][CH3:39])=[CH:32][CH:33]=4)[N:28]([CH3:36])[CH:27]=3)[C:11]([NH:13][S:14]([C:17]3[CH:22]=[CH:21][C:20]([CH3:23])=[CH:19][C:18]=3[O:24][CH3:25])(=[O:16])=[O:15])=[O:12])=[CH:9][C:4]=2[O:3][CH2:2]1. Given the reactants [O:1]1[C:5]2[CH:6]=[CH:7][C:8]([CH:10]([C:26]3[C:34]4[C:29](=[CH:30][C:31](Br)=[CH:32][CH:33]=4)[N:28]([CH3:36])[CH:27]=3)[C:11]([NH:13][S:14]([C:17]3[CH:22]=[CH:21][C:20]([CH3:23])=[CH:19][C:18]=3[O:24][CH3:25])(=[O:16])=[O:15])=[O:12])=[CH:9][C:4]=2[O:3][CH2:2]1.[CH3:37][O:38][CH2:39][Sn](CCCC)(CCCC)CCCC, predict the reaction product. (3) Given the reactants [C:1]([O:5][C:6](=[O:17])[CH2:7][C:8]1[CH:13]=[CH:12][CH:11]=[CH:10][C:9]=1CCN)([CH3:4])([CH3:3])[CH3:2].[CH2:18]([N:20](CC)CC)[CH3:19].[CH3:25][S:26](Cl)(=[O:28])=[O:27], predict the reaction product. The product is: [C:1]([O:5][C:6](=[O:17])[CH2:7][C:8]1[CH:9]=[CH:10][CH:11]=[C:12]([CH2:19][CH2:18][NH:20][S:26]([CH3:25])(=[O:28])=[O:27])[CH:13]=1)([CH3:2])([CH3:3])[CH3:4]. (4) The product is: [CH2:18]([C:15]1[CH:16]=[CH:17][C:12]([C:9]2[N:2]([CH3:1])[N:3]=[C:4]([C:5](=[O:7])[CH3:6])[C:10]=2[OH:11])=[CH:13][CH:14]=1)[CH2:19][CH3:20]. Given the reactants [CH3:1][NH:2][N:3]=[CH:4][C:5](=[O:7])[CH3:6].O=[C:9]([C:12]1[CH:17]=[CH:16][C:15]([CH2:18][CH2:19][CH3:20])=[CH:14][CH:13]=1)[CH:10]=[O:11].C(Cl)(Cl)Cl.CCCCCC.C(OCC)(=O)C, predict the reaction product. (5) Given the reactants [F:1][C:2]1[CH:7]=[C:6]([F:8])[CH:5]=[CH:4][C:3]=1[C:9]1([C:12]([F:32])([F:31])[C:13]2[N:18]=[CH:17][C:16]([CH:19]([C:21]3[CH:26]=[CH:25][C:24]([C:27]([F:30])([F:29])[F:28])=[CH:23][CH:22]=3)[OH:20])=[CH:15][CH:14]=2)[CH2:11][O:10]1.[NH:33]1[CH:37]=[N:36][N:35]=[N:34]1.C([O-])([O-])=O.[K+].[K+], predict the reaction product. The product is: [F:1][C:2]1[CH:7]=[C:6]([F:8])[CH:5]=[CH:4][C:3]=1[C:9]([OH:10])([CH2:11][N:33]1[CH:37]=[N:36][N:35]=[N:34]1)[C:12]([F:31])([F:32])[C:13]1[CH:14]=[CH:15][C:16]([CH:19]([OH:20])[C:21]2[CH:26]=[CH:25][C:24]([C:27]([F:28])([F:30])[F:29])=[CH:23][CH:22]=2)=[CH:17][N:18]=1. (6) Given the reactants [Si](C=[N+]=[N-])(C)(C)[CH3:2].[CH:8]1[C:13]([C:14]2[CH:15]=[CH:16][C:17]([F:21])=[CH:18][C:19]=2[F:20])=[CH:12][C:11]([C:22]([OH:24])=[O:23])=[C:10]([OH:25])[CH:9]=1, predict the reaction product. The product is: [CH3:2][O:23][C:22]([C:11]1[CH:12]=[C:13]([C:14]2[CH:15]=[CH:16][C:17]([F:21])=[CH:18][C:19]=2[F:20])[CH:8]=[CH:9][C:10]=1[OH:25])=[O:24].